The task is: Predict which catalyst facilitates the given reaction.. This data is from Catalyst prediction with 721,799 reactions and 888 catalyst types from USPTO. (1) Reactant: [C:1]1(=[O:6])[CH2:5][CH2:4][CH2:3][CH2:2]1.[C:7](=O)([O:11]CC)[O:8][CH2:9][CH3:10].[H-].[Na+]. Product: [O:6]=[C:1]1[CH2:5][CH2:4][CH2:3][CH:2]1[C:7]([O:8][CH2:9][CH3:10])=[O:11]. The catalyst class is: 1. (2) Reactant: [NH:1]1[CH2:6][CH2:5][O:4][CH2:3][CH2:2]1.[NH2:7][C:8]1[N:12]([C:13]2[CH:18]=[CH:17][C:16]([F:19])=[CH:15][CH:14]=2)[N:11]=[CH:10][C:9]=1[C:20](=[O:31])[C:21]1[CH:26]=[CH:25][CH:24]=[C:23]([C:27](=[O:30])[CH2:28]Br)[CH:22]=1. Product: [NH2:7][C:8]1[N:12]([C:13]2[CH:18]=[CH:17][C:16]([F:19])=[CH:15][CH:14]=2)[N:11]=[CH:10][C:9]=1[C:20](=[O:31])[C:21]1[CH:26]=[CH:25][CH:24]=[C:23]([C:27]([CH2:28][N:1]2[CH2:6][CH2:5][O:4][CH2:3][CH2:2]2)=[O:30])[CH:22]=1. The catalyst class is: 391. (3) Reactant: [CH2:1]([O:3][C:4]([N:6]1[C:15]2[C:10](=[CH:11][C:12]([CH3:17])=[C:13]([CH3:16])[CH:14]=2)[N:9]([CH:18]([C:23]2[CH:28]=[C:27]([C:29]([F:32])([F:31])[F:30])[CH:26]=[C:25]([C:33]([F:36])([F:35])[F:34])[CH:24]=2)[C:19](OC)=[O:20])[CH2:8][CH:7]1[CH2:37][CH3:38])=[O:5])[CH3:2].[H-].[Al+3].[Li+].[H-].[H-].[H-]. Product: [CH2:1]([O:3][C:4]([N:6]1[C:15]2[C:10](=[CH:11][C:12]([CH3:17])=[C:13]([CH3:16])[CH:14]=2)[N:9]([CH:18]([C:23]2[CH:28]=[C:27]([C:29]([F:30])([F:31])[F:32])[CH:26]=[C:25]([C:33]([F:36])([F:34])[F:35])[CH:24]=2)[CH2:19][OH:20])[CH2:8][CH:7]1[CH2:37][CH3:38])=[O:5])[CH3:2]. The catalyst class is: 7. (4) Reactant: C[N:2](C)[CH:3]=[CH:4][C:5]([C:7]1[C:12](=[O:13])[CH:11]=[CH:10][N:9]([C:14]2[CH:22]=[CH:21][C:17]([C:18]([NH2:20])=[O:19])=[CH:16][CH:15]=2)[N:8]=1)=O.[C:24]1([NH:30]N)[CH:29]=[CH:28][CH:27]=[CH:26][CH:25]=1. Product: [O:13]=[C:12]1[CH:11]=[CH:10][N:9]([C:14]2[CH:22]=[CH:21][C:17]([C:18]([NH2:20])=[O:19])=[CH:16][CH:15]=2)[N:8]=[C:7]1[C:5]1[N:30]([C:24]2[CH:29]=[CH:28][CH:27]=[CH:26][CH:25]=2)[N:2]=[CH:3][CH:4]=1. The catalyst class is: 5. (5) Reactant: [NH2:1][C@@H:2]([C:6]1[CH:11]=[CH:10][C:9]([Cl:12])=[C:8]([Cl:13])[CH:7]=1)[CH2:3][CH2:4][OH:5].[OH-].[Na+].C1COCC1.[CH3:21][C:22]([O:25][C:26](O[C:26]([O:25][C:22]([CH3:24])([CH3:23])[CH3:21])=[O:27])=[O:27])([CH3:24])[CH3:23]. Product: [Cl:13][C:8]1[CH:7]=[C:6]([C@H:2]([NH:1][C:26](=[O:27])[O:25][C:22]([CH3:24])([CH3:23])[CH3:21])[CH2:3][CH2:4][OH:5])[CH:11]=[CH:10][C:9]=1[Cl:12]. The catalyst class is: 28. (6) Reactant: [CH3:1][O:2][C:3]([C:5]1[CH:10]=[CH:9][C:8]([NH:11][NH:12][C:13]([O:15][C:16]([CH3:19])([CH3:18])[CH3:17])=[O:14])=[CH:7][CH:6]=1)=[O:4].[Cl:20][C:21]1[CH:31]=[CH:30][CH:29]=[C:28]([F:32])[C:22]=1[C:23]([N:25]=[C:26]=[O:27])=[O:24]. Product: [Cl:20][C:21]1[CH:31]=[CH:30][CH:29]=[C:28]([F:32])[C:22]=1[C:23]([NH:25][C:26]([N:11]([C:8]1[CH:7]=[CH:6][C:5]([C:3]([O:2][CH3:1])=[O:4])=[CH:10][CH:9]=1)[NH:12][C:13]([O:15][C:16]([CH3:19])([CH3:18])[CH3:17])=[O:14])=[O:27])=[O:24]. The catalyst class is: 2. (7) Reactant: [C:1]([CH2:4][CH2:5][C:6]1[C:7]([CH3:26])=[C:8](C(O)=O)[NH:9][C:10]=1[CH:11]=[C:12]1[C:20]2[C:15](=[CH:16][C:17]([Cl:21])=[CH:18][CH:19]=2)[NH:14][C:13]1=[O:22])([OH:3])=[O:2].[OH-].[K+].O.Cl. Product: [Cl:21][C:17]1[CH:16]=[C:15]2[C:20]([C:12](=[CH:11][C:10]3[NH:9][CH:8]=[C:7]([CH3:26])[C:6]=3[CH2:5][CH2:4][C:1]([OH:3])=[O:2])[C:13](=[O:22])[NH:14]2)=[CH:19][CH:18]=1. The catalyst class is: 196. (8) Reactant: [I:1][C:2]1[C:3]2[CH:10]=[CH:9][NH:8][C:4]=2[N:5]=[CH:6][N:7]=1.[H-].[Na+].I[CH3:14]. Product: [I:1][C:2]1[C:3]2[CH:10]=[CH:9][N:8]([CH3:14])[C:4]=2[N:5]=[CH:6][N:7]=1. The catalyst class is: 3.